Dataset: Forward reaction prediction with 1.9M reactions from USPTO patents (1976-2016). Task: Predict the product of the given reaction. (1) Given the reactants [CH2:1]([C:8]1[C:13](=[O:14])[N:12]2[CH2:15][CH2:16][CH2:17][CH2:18][C:11]2=[N:10][C:9]=1[CH:19]=[O:20])[C:2]1[CH:7]=[CH:6][CH:5]=[CH:4][CH:3]=1.[CH2:21]([Mg]Br)[CH3:22], predict the reaction product. The product is: [CH2:1]([C:8]1[C:13](=[O:14])[N:12]2[CH2:15][CH2:16][CH2:17][CH2:18][C:11]2=[N:10][C:9]=1[CH:19]([OH:20])[CH2:21][CH3:22])[C:2]1[CH:7]=[CH:6][CH:5]=[CH:4][CH:3]=1. (2) Given the reactants [CH3:1][S:2][C:3]1[S:7][C:6]([NH2:8])=[N:5][N:4]=1.Br[CH2:10][C:11]([C:13]1[O:14][C:15]2[CH:21]=[C:20]([O:22][CH3:23])[C:19]([Cl:24])=[CH:18][C:16]=2[CH:17]=1)=O, predict the reaction product. The product is: [Cl:24][C:19]1[C:20]([O:22][CH3:23])=[CH:21][C:15]2[O:14][C:13]([C:11]3[N:8]=[C:6]4[N:5]([CH:10]=3)[N:4]=[C:3]([S:2][CH3:1])[S:7]4)=[CH:17][C:16]=2[CH:18]=1. (3) Given the reactants C[Si](C)(C)N[Si](C)(C)C.[Li].C(O[C:14]([CH:16]1[CH2:21][CH2:20][N:19]([CH2:22][C:23]2[CH:28]=[CH:27][CH:26]=[CH:25][CH:24]=2)[CH2:18][CH2:17]1)=[O:15])C.[CH2:29]([O:36][N:37]=[CH2:38])[C:30]1[CH:35]=[CH:34][CH:33]=[CH:32][CH:31]=1.[NH4+].[Cl-], predict the reaction product. The product is: [CH2:22]([N:19]1[CH2:18][CH2:17][C:16]2([C:14](=[O:15])[N:37]([O:36][CH2:29][C:30]3[CH:35]=[CH:34][CH:33]=[CH:32][CH:31]=3)[CH2:38]2)[CH2:21][CH2:20]1)[C:23]1[CH:24]=[CH:25][CH:26]=[CH:27][CH:28]=1. (4) Given the reactants [C:1]([O:5][C:6](=[O:21])[N:7]([C:9]1[C:14]2[N:15]=[CH:16][N:17]([CH3:18])[C:13]=2[C:12](I)=[C:11]([NH2:20])[N:10]=1)[CH3:8])([CH3:4])([CH3:3])[CH3:2].[C:22]([CH:24]1[CH2:29][CH2:28][CH2:27][CH2:26][CH2:25]1)#[CH:23].C(NC(C)C)(C)C.CN(C)C=O, predict the reaction product. The product is: [NH2:20][C:11]1[N:10]=[C:9]([N:7]([CH3:8])[C:6](=[O:21])[O:5][C:1]([CH3:4])([CH3:3])[CH3:2])[C:14]2[N:15]=[CH:16][N:17]([CH3:18])[C:13]=2[C:12]=1[C:23]#[C:22][CH:24]1[CH2:29][CH2:28][CH2:27][CH2:26][CH2:25]1. (5) Given the reactants [OH:1][CH2:2][CH:3]([CH3:17])[CH2:4][O:5][C:6]1[CH:13]=[CH:12][CH:11]=[C:10]([N+:14]([O-:16])=[O:15])[C:7]=1[C:8]#[N:9].[C:18](Cl)(=[O:20])[CH3:19], predict the reaction product. The product is: [C:18]([O:1][CH2:2][CH:3]([CH3:17])[CH2:4][O:5][C:6]1[CH:13]=[CH:12][CH:11]=[C:10]([N+:14]([O-:16])=[O:15])[C:7]=1[C:8]#[N:9])(=[O:20])[CH3:19].